Dataset: Reaction yield outcomes from USPTO patents with 853,638 reactions. Task: Predict the reaction yield, written as a fraction of the theoretical maximum amount of product (1.0 means a 100% yield; for example, 0.34 means a 34% yield). (1) The reactants are N1C=CC=CC=1.Cl.[CH3:8][C:9]1[C:21]2[C:20]3[CH:19](N4CCN(C)CC4)[CH2:18][CH2:17][CH2:16][C:15]=3[C:14](=[O:29])[NH:13][C:12]=2[N:11](C)[N:10]=1.[OH-].[Na+]. The catalyst is ClCCl.O. The product is [CH3:8][C:9]1[C:21]2[C:20]3[CH2:19][CH2:18][CH2:17][CH2:16][C:15]=3[C:14](=[O:29])[NH:13][C:12]=2[NH:11][N:10]=1. The yield is 0.730. (2) The reactants are [CH3:1][O:2][C:3](=[O:13])[C:4]1[CH:12]=[CH:11][CH:10]=[C:6]([C:7](O)=O)[CH:5]=1.C1N=CN(C(N2C=NC=C2)=O)C=1.[N:26]1[CH:31]=[CH:30][CH:29]=[C:28]([NH2:32])[C:27]=1[NH2:33].O. The catalyst is CN(C=O)C. The product is [N:32]1[C:28]2[C:27](=[N:26][CH:31]=[CH:30][CH:29]=2)[NH:33][C:7]=1[C:6]1[CH:5]=[C:4]([CH:12]=[CH:11][CH:10]=1)[C:3]([O:2][CH3:1])=[O:13]. The yield is 0.760. (3) The reactants are [F:1][C:2]1[S:6][C:5]([C:7]2[CH:12]=[CH:11][N:10]=[C:9]([NH2:13])[C:8]=2[N+:14]([O-])=O)=[CH:4][CH:3]=1.[NH4+].[Cl-].CCOC(C)=O. The catalyst is CCO.O.[Fe]. The product is [F:1][C:2]1[S:6][C:5]([C:7]2[CH:12]=[CH:11][N:10]=[C:9]([NH2:13])[C:8]=2[NH2:14])=[CH:4][CH:3]=1. The yield is 0.897. (4) The reactants are [Br:1][C:2]1[C:3]([F:17])=[C:4]([NH:9]C(=O)OC(C)(C)C)[C:5]([F:8])=[CH:6][CH:7]=1.C(O)(C(F)(F)F)=O. The catalyst is C(Cl)Cl. The product is [Br:1][C:2]1[C:3]([F:17])=[C:4]([C:5]([F:8])=[CH:6][CH:7]=1)[NH2:9]. The yield is 0.630. (5) The reactants are [CH2:1]1[CH:9]2[N:4]([CH2:5][CH2:6][C:7](=O)[CH2:8]2)[CH2:3][CH2:2]1.[NH3:11].C(O)C.[H][H]. The catalyst is [Pd]. The product is [NH2:11][CH:7]1[CH2:8][CH:9]2[N:4]([CH2:3][CH2:2][CH2:1]2)[CH2:5][CH2:6]1. The yield is 0.980.